The task is: Predict which catalyst facilitates the given reaction.. This data is from Catalyst prediction with 721,799 reactions and 888 catalyst types from USPTO. (1) Reactant: [Cl:1][C:2]1[C:10]2[O:9][CH:8]([CH2:11][NH:12]C(=O)OC(C)(C)C)[C:7](=[O:20])[C:6]=2[CH:5]=[C:4]([C:21]2[CH:26]=[CH:25][C:24]([C:27]([N:29]3[CH2:34][CH2:33][O:32][CH2:31][CH2:30]3)=[O:28])=[CH:23][CH:22]=2)[CH:3]=1.C(O)(C(F)(F)F)=O. Product: [NH2:12][CH2:11][CH:8]1[C:7](=[O:20])[C:6]2[CH:5]=[C:4]([C:21]3[CH:22]=[CH:23][C:24]([C:27]([N:29]4[CH2:30][CH2:31][O:32][CH2:33][CH2:34]4)=[O:28])=[CH:25][CH:26]=3)[CH:3]=[C:2]([Cl:1])[C:10]=2[O:9]1. The catalyst class is: 2. (2) Reactant: [C:1]([CH:4]1[CH2:8][N:7]([CH2:9][C:10]2[CH:15]=[CH:14][C:13]([O:16][CH3:17])=[CH:12][C:11]=2[O:18][CH3:19])[C:6](=[O:20])[CH2:5]1)(=[O:3])[CH3:2].[BH4-].[Na+]. Product: [CH3:19][O:18][C:11]1[CH:12]=[C:13]([O:16][CH3:17])[CH:14]=[CH:15][C:10]=1[CH2:9][N:7]1[CH2:8][CH:4]([CH:1]([OH:3])[CH3:2])[CH2:5][C:6]1=[O:20]. The catalyst class is: 24. (3) Reactant: Cl.[NH2:2][CH2:3][C:4]1[CH:13]=[CH:12][C:7]([C:8]([O:10][CH3:11])=[O:9])=[CH:6][CH:5]=1.[NH:14]1[CH:18]=[CH:17][N:16]=[C:15]1[CH:19]=O.[BH4-].[Na+].[CH3:23][N:24]1[CH:28]=[CH:27][N:26]=[C:25]1[CH:29]=O.C(O[BH-](OC(=O)C)OC(=O)C)(=O)C.[Na+]. Product: [CH3:11][O:10][C:8](=[O:9])[C:7]1[CH:6]=[CH:5][C:4]([CH2:3][N:2]([CH2:19][C:15]2[NH:14][CH:18]=[CH:17][N:16]=2)[CH2:29][C:25]2[N:24]([CH3:23])[CH:28]=[CH:27][N:26]=2)=[CH:13][CH:12]=1. The catalyst class is: 5. (4) Reactant: [CH2:1]([O:8][C:9]1[C:14]([C:15]2[CH:20]=[CH:19][CH:18]=[CH:17][CH:16]=2)=[CH:13][CH:12]=[CH:11][C:10]=1[C:21]1[CH:26]=[CH:25][CH:24]=[C:23]([C:27](=[O:29])[CH3:28])[CH:22]=1)[C:2]1[CH:7]=[CH:6][CH:5]=[CH:4][CH:3]=1.[CH3:30][O:31][C:32]1[CH:37]=[CH:36][CH:35]=[CH:34][C:33]=1[Mg]Br.[Cl-].[NH4+]. Product: [CH2:1]([O:8][C:9]1[C:14]([C:15]2[CH:20]=[CH:19][CH:18]=[CH:17][CH:16]=2)=[CH:13][CH:12]=[CH:11][C:10]=1[C:21]1[CH:26]=[CH:25][CH:24]=[C:23]([C:27]([C:33]2[CH:34]=[CH:35][CH:36]=[CH:37][C:32]=2[O:31][CH3:30])([OH:29])[CH3:28])[CH:22]=1)[C:2]1[CH:3]=[CH:4][CH:5]=[CH:6][CH:7]=1. The catalyst class is: 7. (5) Reactant: [C:1]([O:7][CH3:8])(=[O:6])[CH2:2][C:3]([CH3:5])=[O:4].[CH2:9]([C:12]1[CH:21]=[CH:20][CH:19]=[C:18]2[C:13]=1[CH:14]=[CH:15][CH:16]=[N+:17]2[O-])[CH:10]=[CH2:11]. Product: [O:4]=[C:3]([CH3:5])[CH:2]([C:16]1[CH:15]=[CH:14][C:13]2[C:18](=[CH:19][CH:20]=[CH:21][C:12]=2[CH2:9][CH:10]=[CH2:11])[N:17]=1)[C:1]([O:7][CH3:8])=[O:6]. The catalyst class is: 152. (6) Reactant: [F:1][C:2]1[CH:7]=[C:6]([N+:8]([O-])=O)[CH:5]=[CH:4][C:3]=1[OH:11]. Product: [NH2:8][C:6]1[CH:5]=[CH:4][C:3]([OH:11])=[C:2]([F:1])[CH:7]=1. The catalyst class is: 19.